Dataset: Forward reaction prediction with 1.9M reactions from USPTO patents (1976-2016). Task: Predict the product of the given reaction. (1) Given the reactants C(=O)([O-])[O-].[K+].[K+].Cl.[N:8]1([C:14]2[C:18]3[CH:19]=[CH:20][CH:21]=[CH:22][C:17]=3[S:16][N:15]=2)[CH2:13][CH2:12][NH:11][CH2:10][CH2:9]1.[I-].[K+].Cl[CH2:26][CH2:27][O:28][C:29]1[CH:34]=[CH:33][C:32]([N+:35]([O-:37])=[O:36])=[CH:31][CH:30]=1, predict the reaction product. The product is: [N+:35]([C:32]1[CH:33]=[CH:34][C:29]([O:28][CH2:27][CH2:26][N:11]2[CH2:12][CH2:13][N:8]([C:14]3[C:18]4[CH:19]=[CH:20][CH:21]=[CH:22][C:17]=4[S:16][N:15]=3)[CH2:9][CH2:10]2)=[CH:30][CH:31]=1)([O-:37])=[O:36]. (2) Given the reactants [C:1]([C:4]1[S:8][C:7](=[O:9])[NH:6][C:5]=1[CH3:10])(=[O:3])[CH3:2].C(O[CH:16](N(C)C)[N:17]([CH3:19])[CH3:18])(C)(C)C, predict the reaction product. The product is: [CH3:16][N:17]([CH3:19])[CH:18]=[CH:2][C:1]([C:4]1[S:8][C:7](=[O:9])[NH:6][C:5]=1[CH3:10])=[O:3]. (3) Given the reactants [Cl:1][C:2]1[CH:7]=[CH:6][N:5]=[C:4]2[CH:8]=[C:9]([C:11]3[N:15]([CH3:16])[C:14]([C:17](O)([CH3:19])[CH3:18])=[N:13][CH:12]=3)[S:10][C:3]=12.S(Cl)(Cl)=O, predict the reaction product. The product is: [Cl:1][C:2]1[CH:7]=[CH:6][N:5]=[C:4]2[CH:8]=[C:9]([C:11]3[N:15]([CH3:16])[C:14]([C:17]([CH3:19])=[CH2:18])=[N:13][CH:12]=3)[S:10][C:3]=12. (4) The product is: [CH3:14][C:11]1([CH2:13][N:26]2[CH2:25][CH2:24][CH:23]([C:21](=[O:22])[C:20]3[CH:29]=[CH:30][C:17]([C:16]([F:31])([F:32])[F:15])=[CH:18][CH:19]=3)[CH2:28][CH2:27]2)[O:12][C:2]2=[N:6][C:5]([N+:7]([O-:9])=[O:8])=[CH:4][N:3]2[CH2:10]1. Given the reactants Cl[C:2]1[N:3]([CH2:10][C:11]2([CH3:14])[CH2:13][O:12]2)[CH:4]=[C:5]([N+:7]([O-:9])=[O:8])[N:6]=1.[F:15][C:16]([F:32])([F:31])[C:17]1[CH:30]=[CH:29][C:20]([C:21]([CH:23]2[CH2:28][CH2:27][NH:26][CH2:25][CH2:24]2)=[O:22])=[CH:19][CH:18]=1.C([O-])(=O)C.[Na+].CN(C=O)C, predict the reaction product. (5) The product is: [Cl:1][C:2]1[CH:3]=[C:4]([S:9]([NH:13][C:14]2[C:15]([OH:25])=[N:16][C:17]([S:20]([CH2:23][CH3:24])(=[O:22])=[O:21])=[CH:18][CH:19]=2)(=[O:11])=[O:10])[CH:5]=[C:6]([Cl:8])[CH:7]=1. Given the reactants [Cl:1][C:2]1[CH:3]=[C:4]([S:9](Cl)(=[O:11])=[O:10])[CH:5]=[C:6]([Cl:8])[CH:7]=1.[NH2:13][C:14]1[C:15]([O:25]C)=[N:16][C:17]([S:20]([CH2:23][CH3:24])(=[O:22])=[O:21])=[CH:18][CH:19]=1, predict the reaction product. (6) Given the reactants [C:1](=[O:4])([O-:3])[O-:2].[Ca+2:5].[C:6]1([P:12](=[O:15])([OH:14])[OH:13])[CH:11]=[CH:10][CH:9]=[CH:8][CH:7]=1, predict the reaction product. The product is: [C:1](=[O:2])([O-:4])[O-:3].[Ca+2:5].[C:6]1([P:12](=[O:13])([O-:15])[O-:14])[CH:11]=[CH:10][CH:9]=[CH:8][CH:7]=1.[Ca+2:5].